Dataset: Experimental lipophilicity measurements (octanol/water distribution) for 4,200 compounds from AstraZeneca. Task: Regression/Classification. Given a drug SMILES string, predict its absorption, distribution, metabolism, or excretion properties. Task type varies by dataset: regression for continuous measurements (e.g., permeability, clearance, half-life) or binary classification for categorical outcomes (e.g., BBB penetration, CYP inhibition). For this dataset (lipophilicity_astrazeneca), we predict Y. (1) The molecule is O=c1cc(-c2cccnc2)[nH]c2cc(Cc3ccccc3)ccc12. The Y is 3.46 logD. (2) The compound is Oc1ncc(NCc2ccccc2)c(O)n1. The Y is 0.820 logD. (3) The Y is 2.53 logD. The compound is CN(C)CCOc1ccccc1Cc1ccccc1. (4) The compound is c1ccc(-c2nnc3ccc(NC4CC4)nn23)cc1. The Y is 3.15 logD. (5) The drug is CC(C)[C@@H](CN1CC[C@@](C)(c2cccc(O)c2)[C@@H](C)C1)NC(=O)[C@H]1Cc2ccc(O)cc2CN1. The Y is 2.39 logD. (6) The compound is N#CC1(NC(=O)[C@@H]2CCCC[C@H]2C(=O)N2CCc3[nH]c4ccccc4c3C2)CC1. The Y is 2.66 logD.